From a dataset of Experimentally validated miRNA-target interactions with 360,000+ pairs, plus equal number of negative samples. Binary Classification. Given a miRNA mature sequence and a target amino acid sequence, predict their likelihood of interaction. Result: 1 (interaction). The protein sequence of the target gene is MCKGLAALPHSCLERAKEIKIKLGILLQKPDSVGDLVIPYNEKPEKPAKTQKTSLDEALQWRDSLDKLLQNNYGLASFKSFLKSEFSEENLEFWIACEDYKKIKSPAKMAEKAKQIYEEFIQTEAPKEVNIDHFTKDITMKNLVEPSLSSFDMAQKRIHALMEKDSLPRFVRSEFYQELIK. The miRNA is hsa-miR-595 with sequence GAAGUGUGCCGUGGUGUGUCU.